From a dataset of Catalyst prediction with 721,799 reactions and 888 catalyst types from USPTO. Predict which catalyst facilitates the given reaction. (1) Reactant: [NH2:1][CH2:2][C:3]1[CH:4]=[CH:5][C:6]([Cl:35])=[C:7]([C:9]2[NH:13][C:12](=[O:14])[N:11]([C:15]3[CH:32]=[CH:31][C:18]([C:19]([NH:21][C:22]4[CH:27]=[CH:26][CH:25]=[C:24]([CH:28]([F:30])[F:29])[CH:23]=4)=[O:20])=[C:17]([O:33][CH3:34])[CH:16]=3)[N:10]=2)[CH:8]=1.[CH:36]1([C:39](Cl)=[O:40])[CH2:38][CH2:37]1.CCN(C(C)C)C(C)C. Product: [Cl:35][C:6]1[CH:5]=[CH:4][C:3]([CH2:2][NH:1][C:39]([CH:36]2[CH2:38][CH2:37]2)=[O:40])=[CH:8][C:7]=1[C:9]1[NH:13][C:12](=[O:14])[N:11]([C:15]2[CH:32]=[CH:31][C:18]([C:19]([NH:21][C:22]3[CH:27]=[CH:26][CH:25]=[C:24]([CH:28]([F:30])[F:29])[CH:23]=3)=[O:20])=[C:17]([O:33][CH3:34])[CH:16]=2)[N:10]=1. The catalyst class is: 1. (2) Reactant: [C:1]([O:5][C:6]([N:8]1[CH2:13][CH2:12][NH:11][CH2:10][CH2:9]1)=[O:7])([CH3:4])([CH3:3])[CH3:2].Br[C:15]1[CH:20]=[CH:19][C:18]([C:21]([F:24])([F:23])[F:22])=[C:17]([F:25])[CH:16]=1.[Cl-].C(C1C=CC=C(C(C)C)C=1[N+]1C=CN(C2C(C(C)C)=CC=CC=2C(C)C)C=1)(C)C.CC(C)([O-])C.[Na+]. Product: [C:1]([O:5][C:6]([N:8]1[CH2:13][CH2:12][N:11]([C:15]2[CH:20]=[CH:19][C:18]([C:21]([F:23])([F:24])[F:22])=[C:17]([F:25])[CH:16]=2)[CH2:10][CH2:9]1)=[O:7])([CH3:4])([CH3:2])[CH3:3]. The catalyst class is: 11. (3) Reactant: Cl[C:2]1[C:7]([C:8]#[N:9])=[CH:6][N:5]=[CH:4][CH:3]=1.[CH3:10][NH:11][NH2:12]. Product: [CH3:10][N:11]1[C:2]2[CH:3]=[CH:4][N:5]=[CH:6][C:7]=2[C:8]([NH2:9])=[N:12]1. The catalyst class is: 8. (4) Reactant: [H-].[Na+].[CH2:3]([O:10][CH2:11][CH2:12][O:13][CH2:14][CH2:15][O:16][CH2:17][CH2:18][OH:19])[C:4]1[CH:9]=[CH:8][CH:7]=[CH:6][CH:5]=1.[Br:20][CH2:21][CH2:22][CH2:23][CH2:24]Br. Product: [Br:20][CH2:21][CH2:22][CH2:23][CH2:24][O:19][CH2:18][CH2:17][O:16][CH2:15][CH2:14][O:13][CH2:12][CH2:11][O:10][CH2:3][C:4]1[CH:9]=[CH:8][CH:7]=[CH:6][CH:5]=1. The catalyst class is: 3. (5) Reactant: [CH2:1]([O:3][C:4]([C@@H:6]([O:15]C(=O)C1C=CC([N+]([O-])=O)=CC=1)[CH2:7][CH2:8][C:9]1[CH:14]=[CH:13][CH:12]=[CH:11][CH:10]=1)=[O:5])C.C(=O)([O-])[O-].[K+].[K+]. Product: [CH3:1][O:3][C:4](=[O:5])[C@@H:6]([OH:15])[CH2:7][CH2:8][C:9]1[CH:14]=[CH:13][CH:12]=[CH:11][CH:10]=1. The catalyst class is: 5. (6) Reactant: C1(O)OC2O[CH:8]([OH:12])[CH:9](O)OC2OC1O.[C:15]1([CH2:21][NH:22][CH2:23][CH2:24][NH:25][C:26]2[CH:31]=[CH:30][CH:29]=[CH:28][N:27]=2)[CH:20]=[CH:19][CH:18]=[CH:17][CH:16]=1.[OH-].[Na+]. Product: [C:15]1([CH2:21][N:22]2[CH2:23][CH2:24][N:25]([C:26]3[CH:31]=[CH:30][CH:29]=[CH:28][N:27]=3)[C:8](=[O:12])[CH2:9]2)[CH:16]=[CH:17][CH:18]=[CH:19][CH:20]=1. The catalyst class is: 33.